The task is: Predict the product of the given reaction.. This data is from Forward reaction prediction with 1.9M reactions from USPTO patents (1976-2016). Given the reactants [CH:1]1([C:5]2[C:26]([C:27]3[NH:31][C:30]([CH2:32][CH2:33][O:34][CH3:35])=[N:29][N:28]=3)=[CH:25][C:8]([C:9]([N:11]3[CH2:16][CH2:15][CH:14]([C:17]4[CH:24]=[CH:23][C:20]([C:21]#[N:22])=[CH:19][CH:18]=4)[CH2:13][CH2:12]3)=[O:10])=[C:7]([CH3:36])[CH:6]=2)[CH2:4][CH2:3][CH2:2]1.Cl.[F:38]C1(C2C=CC(C#N)=CC=2)CCNCC1.Cl.N1CCC(C2C=CC(C#N)=CC=2)CC1, predict the reaction product. The product is: [CH:1]1([C:5]2[C:26]([C:27]3[NH:31][C:30]([CH2:32][CH2:33][O:34][CH3:35])=[N:29][N:28]=3)=[CH:25][C:8]([C:9]([N:11]3[CH2:16][CH2:15][C:14]([C:17]4[CH:18]=[CH:19][C:20]([C:21]#[N:22])=[CH:23][CH:24]=4)([F:38])[CH2:13][CH2:12]3)=[O:10])=[C:7]([CH3:36])[CH:6]=2)[CH2:4][CH2:3][CH2:2]1.